Dataset: Forward reaction prediction with 1.9M reactions from USPTO patents (1976-2016). Task: Predict the product of the given reaction. (1) Given the reactants [CH3:1][C@H:2]1[CH2:7][CH2:6][C@H:5]([C:8]([N:10]([CH:25]2[CH2:30][CH2:29][NH:28][CH2:27][CH2:26]2)[C:11]2[S:12][C:13]([C:19]3[CH:24]=[CH:23][CH:22]=[CH:21][CH:20]=3)=[CH:14][C:15]=2[C:16]([OH:18])=[O:17])=[O:9])[CH2:4][CH2:3]1.[CH3:31][C:32]([CH3:34])=O, predict the reaction product. The product is: [CH:32]([N:28]1[CH2:27][CH2:26][CH:25]([N:10]([C:8]([C@H:5]2[CH2:4][CH2:3][C@H:2]([CH3:1])[CH2:7][CH2:6]2)=[O:9])[C:11]2[S:12][C:13]([C:19]3[CH:20]=[CH:21][CH:22]=[CH:23][CH:24]=3)=[CH:14][C:15]=2[C:16]([OH:18])=[O:17])[CH2:30][CH2:29]1)([CH3:34])[CH3:31]. (2) Given the reactants [O:1]1[CH:6]([CH2:7][OH:8])[CH2:5][O:4][C:3]2=[CH:9][S:10][CH:11]=[C:2]12.[H-].[Na+:13].[CH2:14]1[S:19](=[O:21])(=[O:20])[O:18][CH2:17][CH2:16][CH2:15]1, predict the reaction product. The product is: [Na+:13].[O:1]1[CH:6]([CH2:7][O:8][CH2:17][CH2:16][CH2:15][CH2:14][S:19]([O-:21])(=[O:20])=[O:18])[CH2:5][O:4][C:3]2=[CH:9][S:10][CH:11]=[C:2]12. (3) Given the reactants [C:1]([CH:4]([C:10]1[N:18]2[C:13]([C:14](=[O:30])[NH:15][C:16]([CH2:19][C:20]3[CH:25]=[CH:24][C:23]([O:26][CH3:27])=[C:22]([O:28][CH3:29])[CH:21]=3)=[N:17]2)=[C:12]([CH3:31])[N:11]=1)[CH2:5][CH2:6][CH2:7][CH:8]=[CH2:9])(=[O:3])[CH3:2].[BH4-].[Na+], predict the reaction product. The product is: [CH3:29][O:28][C:22]1[CH:21]=[C:20]([CH:25]=[CH:24][C:23]=1[O:26][CH3:27])[CH2:19][C:16]1[NH:15][C:14](=[O:30])[C:13]2=[C:12]([CH3:31])[N:11]=[C:10]([CH:4]([CH:1]([OH:3])[CH3:2])[CH2:5][CH2:6][CH2:7][CH:8]=[CH2:9])[N:18]2[N:17]=1. (4) The product is: [CH3:1][C:2]1[N:3]([C:20]([C:21]2[CH:26]=[CH:25][CH:24]=[CH:23][CH:22]=2)([C:27]2[CH:28]=[CH:29][CH:30]=[CH:31][CH:32]=2)[C:33]2[CH:38]=[CH:37][CH:36]=[CH:35][CH:34]=2)[CH:4]=[C:5]([C:40]2[S:41][CH:42]=[CH:43][C:44]=2[N+:45]([O-:47])=[O:46])[N:6]=1. Given the reactants [CH3:1][C:2]1[N:3]([C:20]([C:33]2[CH:38]=[CH:37][CH:36]=[CH:35][CH:34]=2)([C:27]2[CH:32]=[CH:31][CH:30]=[CH:29][CH:28]=2)[C:21]2[CH:26]=[CH:25][CH:24]=[CH:23][CH:22]=2)[CH:4]=[C:5]([Sn](CCCC)(CCCC)CCCC)[N:6]=1.Cl[C:40]1[S:41][CH:42]=[CH:43][C:44]=1[N+:45]([O-:47])=[O:46], predict the reaction product. (5) Given the reactants [C:1]([O:5][C:6]([NH:8][C:9]1[CH:17]=[CH:16][C:12]([C:13]([OH:15])=O)=[CH:11][C:10]=1[CH3:18])=[O:7])([CH3:4])([CH3:3])[CH3:2].Cl.[NH2:20][CH2:21][C:22]1[CH:29]=[CH:28][C:25]([C:26]#[N:27])=[CH:24][C:23]=1[OH:30], predict the reaction product. The product is: [C:1]([O:5][C:6](=[O:7])[NH:8][C:9]1[CH:17]=[CH:16][C:12]([C:13](=[O:15])[NH:20][CH2:21][C:22]2[CH:29]=[CH:28][C:25]([C:26]#[N:27])=[CH:24][C:23]=2[OH:30])=[CH:11][C:10]=1[CH3:18])([CH3:2])([CH3:3])[CH3:4]. (6) Given the reactants S(Cl)([Cl:3])=O.O[CH2:6][CH2:7][N:8]([CH2:18]CO)[C:9]([NH:11][C:12]1[CH:17]=[CH:16][CH:15]=[CH:14][CH:13]=1)=[O:10].Cl[CH2:22][Cl:23], predict the reaction product. The product is: [Cl:3][CH2:6][CH2:7][N:8]([CH2:18][CH2:22][Cl:23])[C:9]([NH:11][C:12]1[CH:17]=[CH:16][CH:15]=[CH:14][CH:13]=1)=[O:10]. (7) Given the reactants FC(F)(F)C(O)=O.[NH2:8][C:9]1[C:10]([CH3:34])=[C:11]([CH:27]=[CH:28][C:29]=1[C:30]([F:33])([F:32])[F:31])[C:12]([CH:14]([C:22]([CH:24]1[CH2:26][CH2:25]1)=[O:23])C(OC(C)(C)C)=O)=[O:13], predict the reaction product. The product is: [NH2:8][C:9]1[C:10]([CH3:34])=[C:11]([C:12](=[O:13])[CH2:14][C:22]([CH:24]2[CH2:26][CH2:25]2)=[O:23])[CH:27]=[CH:28][C:29]=1[C:30]([F:31])([F:32])[F:33]. (8) Given the reactants [N:1]1[CH:6]=[CH:5][CH:4]=[N:3][C:2]=1[C:7]1[CH:15]=[CH:14][C:10]([C:11](O)=[O:12])=[CH:9][CH:8]=1.C(Cl)(=O)C([Cl:19])=O.ClCCl, predict the reaction product. The product is: [N:1]1[CH:6]=[CH:5][CH:4]=[N:3][C:2]=1[C:7]1[CH:15]=[CH:14][C:10]([C:11]([Cl:19])=[O:12])=[CH:9][CH:8]=1. (9) Given the reactants IC.[Cl:3][C:4]1[N:9]=[C:8]([S:10][CH3:11])[C:7]2[NH:12][CH:13]=[N:14][C:6]=2[CH:5]=1.[C:15](=O)([O-])[O-].[K+].[K+], predict the reaction product. The product is: [Cl:3][C:4]1[N:9]=[C:8]([S:10][CH3:11])[C:7]2[N:12]([CH3:15])[CH:13]=[N:14][C:6]=2[CH:5]=1. (10) Given the reactants [Cl:1][C:2]1[CH:7]=[CH:6][C:5]([C:8]2[O:16][C:15]3[CH:14]=[CH:13][NH:12][C:11](=[O:17])[C:10]=3[CH:9]=2)=[CH:4][CH:3]=1.[Si:18]([O:25][C:26]1[CH:31]=[CH:30][C:29](B(O)O)=[CH:28][C:27]=1[O:35][CH3:36])([C:21]([CH3:24])([CH3:23])[CH3:22])([CH3:20])[CH3:19].C(N(CC)CC)C.N1C=CC=CC=1, predict the reaction product. The product is: [Si:18]([O:25][C:26]1[CH:31]=[CH:30][C:29]([N:12]2[CH:13]=[CH:14][C:15]3[O:16][C:8]([C:5]4[CH:4]=[CH:3][C:2]([Cl:1])=[CH:7][CH:6]=4)=[CH:9][C:10]=3[C:11]2=[O:17])=[CH:28][C:27]=1[O:35][CH3:36])([C:21]([CH3:24])([CH3:23])[CH3:22])([CH3:19])[CH3:20].